Dataset: Forward reaction prediction with 1.9M reactions from USPTO patents (1976-2016). Task: Predict the product of the given reaction. (1) Given the reactants [C:1]([O:5][C:6]([N:8]1[CH2:13][CH:12]=[C:11]([C:14]2[CH:38]=[CH:37][C:17]3[C:18]4[N:22]([CH2:23][CH2:24][O:25][C:16]=3[CH:15]=2)[CH:21]=[C:20]([C:26]2[N:27]([CH:34]([CH3:36])[CH3:35])[N:28]=[C:29]([CH2:31][O:32][CH3:33])[N:30]=2)[N:19]=4)[CH2:10][CH2:9]1)=[O:7])([CH3:4])([CH3:3])[CH3:2], predict the reaction product. The product is: [C:1]([O:5][C:6]([N:8]1[CH2:9][CH2:10][CH:11]([C:14]2[CH:38]=[CH:37][C:17]3[C:18]4[N:22]([CH2:23][CH2:24][O:25][C:16]=3[CH:15]=2)[CH:21]=[C:20]([C:26]2[N:27]([CH:34]([CH3:35])[CH3:36])[N:28]=[C:29]([CH2:31][O:32][CH3:33])[N:30]=2)[N:19]=4)[CH2:12][CH2:13]1)=[O:7])([CH3:3])([CH3:2])[CH3:4]. (2) Given the reactants [O:1]=[C:2]([C:12]1[CH:17]=[CH:16][CH:15]=[CH:14][CH:13]=1)[CH2:3][NH:4][C:5](=[O:11])[O:6][C:7]([CH3:10])([CH3:9])[CH3:8].[C:18]([O-])(O)=[O:19].[Na+].C=O.[Na+].[Cl-], predict the reaction product. The product is: [OH:19][CH2:18][CH:3]([NH:4][C:5](=[O:11])[O:6][C:7]([CH3:10])([CH3:8])[CH3:9])[C:2](=[O:1])[C:12]1[CH:17]=[CH:16][CH:15]=[CH:14][CH:13]=1. (3) The product is: [F:41][C:21]1([F:20])[O:25][C:24]2[CH:26]=[CH:27][C:28]([O:4][C:1](=[O:3])[N:10]([CH3:11])[C@H:9]3[CH2:8][NH:7][C:6]3=[O:5])=[CH:29][C:23]=2[O:22]1. Given the reactants [C:1]([O-:4])(=[O:3])C.[O:5]=[C:6]1[C@@H:9]([NH3+:10])[CH2:8][NH:7]1.[CH3:11]CN(C(C)C)C(C)C.[F:20][C:21]1([F:41])[O:25][C:24]2[CH:26]=[CH:27][C:28](C3C=CN(C([O-])=O)C(=O)C=3C)=[CH:29][C:23]=2[O:22]1, predict the reaction product. (4) Given the reactants [F:1][C:2]1[CH:7]=[CH:6][C:5]([C:8](=[O:19])[CH:9]([C:11]2[CH:16]=[CH:15][C:14]([S:17][CH3:18])=[CH:13][CH:12]=2)[OH:10])=[CH:4][CH:3]=1.[Bi]=O, predict the reaction product. The product is: [CH3:18][S:17][C:14]1[CH:15]=[CH:16][C:11]([C:9](=[O:10])[C:8]([C:5]2[CH:4]=[CH:3][C:2]([F:1])=[CH:7][CH:6]=2)=[O:19])=[CH:12][CH:13]=1. (5) Given the reactants [N:1]([C:4]1[CH:9]=[CH:8][CH:7]=[CH:6][C:5]=1[N+:10]([O-:12])=[O:11])=[C:2]=[O:3].[CH2:13]([C:15]1[N:16]=[C:17]([CH:20]2[CH2:28][C:27]3[C:22](=[CH:23][CH:24]=[CH:25][CH:26]=3)[NH:21]2)[NH:18][CH:19]=1)[CH3:14], predict the reaction product. The product is: [CH2:13]([C:15]1[N:16]=[C:17]([CH:20]2[CH2:28][C:27]3[C:22](=[CH:23][CH:24]=[CH:25][CH:26]=3)[N:21]2[C:2]([NH:1][C:4]2[CH:9]=[CH:8][CH:7]=[CH:6][C:5]=2[N+:10]([O-:12])=[O:11])=[O:3])[NH:18][CH:19]=1)[CH3:14]. (6) Given the reactants Cl[C:2]1[N:7]=[C:6]([N:8]2[C@@H:12]([CH:13]([CH3:15])[CH3:14])[CH2:11][O:10][C:9]2=[O:16])[CH:5]=[CH:4][N:3]=1.[N:17]1([C:22]2[CH:27]=[CH:26][C:25]([CH:28]([NH2:30])[CH3:29])=[CH:24][CH:23]=2)[CH:21]=[CH:20][CH:19]=[CH:18]1, predict the reaction product. The product is: [N:17]1([C:22]2[CH:27]=[CH:26][C:25]([C@H:28]([NH:30][C:2]3[N:7]=[C:6]([N:8]4[C@@H:12]([CH:13]([CH3:15])[CH3:14])[CH2:11][O:10][C:9]4=[O:16])[CH:5]=[CH:4][N:3]=3)[CH3:29])=[CH:24][CH:23]=2)[CH:21]=[CH:20][CH:19]=[CH:18]1.[N:17]1([C:22]2[CH:27]=[CH:26][C:25]([C@@H:28]([NH:30][C:2]3[N:7]=[C:6]([N:8]4[C@@H:12]([CH:13]([CH3:15])[CH3:14])[CH2:11][O:10][C:9]4=[O:16])[CH:5]=[CH:4][N:3]=3)[CH3:29])=[CH:24][CH:23]=2)[CH:21]=[CH:20][CH:19]=[CH:18]1. (7) Given the reactants [CH3:1][O:2][C:3](=[O:15])[C:4]1[CH:9]=[CH:8][C:7](Br)=[C:6]([S:11]([CH3:14])(=[O:13])=[O:12])[CH:5]=1.[C:16]([O:20][C:21]([N:23]1[CH2:28][CH:27]=[C:26](B2OC(C)(C)C(C)(C)O2)[CH2:25][CH2:24]1)=[O:22])([CH3:19])([CH3:18])[CH3:17].C(=O)([O-])[O-].[K+].[K+], predict the reaction product. The product is: [C:16]([O:20][C:21]([N:23]1[CH2:24][CH:25]=[C:26]([C:7]2[CH:8]=[CH:9][C:4]([C:3]([O:2][CH3:1])=[O:15])=[CH:5][C:6]=2[S:11]([CH3:14])(=[O:13])=[O:12])[CH2:27][CH2:28]1)=[O:22])([CH3:19])([CH3:17])[CH3:18]. (8) The product is: [ClH:22].[F:1][C:2]([F:16])([F:15])[C:3]1[CH:10]=[C:9]([C:11]([F:14])([F:13])[F:12])[CH:8]=[CH:7][C:4]=1[CH:5]=[N:21][NH:20][C:17]([NH2:19])=[NH:18]. Given the reactants [F:1][C:2]([F:16])([F:15])[C:3]1[CH:10]=[C:9]([C:11]([F:14])([F:13])[F:12])[CH:8]=[CH:7][C:4]=1[CH:5]=O.[C:17]([NH:20][NH2:21])([NH2:19])=[NH:18].[ClH:22], predict the reaction product. (9) Given the reactants [CH2:1]([N:8]([CH2:20][C:21]1[CH:26]=[CH:25][CH:24]=[CH:23][CH:22]=1)[C:9]1[N:10]=[CH:11][CH:12]=[C:13]2[CH:17]=[C:16]([CH2:18][OH:19])[NH:15][C:14]=12)[C:2]1[CH:7]=[CH:6][CH:5]=[CH:4][CH:3]=1, predict the reaction product. The product is: [CH2:20]([N:8]([CH2:1][C:2]1[CH:7]=[CH:6][CH:5]=[CH:4][CH:3]=1)[C:9]1[N:10]=[CH:11][CH:12]=[C:13]2[CH:17]=[C:16]([CH:18]=[O:19])[NH:15][C:14]=12)[C:21]1[CH:22]=[CH:23][CH:24]=[CH:25][CH:26]=1. (10) Given the reactants [Br:1][C:2]1[CH:3]=[C:4]2[C:8](=[CH:9][CH:10]=1)[CH2:7][CH:6]([NH2:11])[CH2:5]2, predict the reaction product. The product is: [Br:1][C:2]1[CH:3]=[C:4]2[C:8](=[CH:9][CH:10]=1)[CH2:7][C@H:6]([NH2:11])[CH2:5]2.